Dataset: Reaction yield outcomes from USPTO patents with 853,638 reactions. Task: Predict the reaction yield, written as a fraction of the theoretical maximum amount of product (1.0 means a 100% yield; for example, 0.34 means a 34% yield). (1) The yield is 0.790. The reactants are CCCC[N+](CCCC)(CCCC)CCCC.[F-].[Si]([O:26][CH2:27][CH:28]([CH2:31][O:32][C:33](=[O:51])[CH2:34][CH2:35][CH2:36][CH2:37][CH2:38][CH2:39][CH2:40]/[CH:41]=[CH:42]\[CH2:43][CH2:44][CH2:45][CH2:46][CH2:47][CH2:48][CH2:49][CH3:50])[O:29][CH3:30])(C(C)(C)C)(C)C. The product is [C:33]([O:32][CH2:31][CH:28]([CH2:27][OH:26])[O:29][CH3:30])(=[O:51])[CH2:34][CH2:35][CH2:36][CH2:37][CH2:38][CH2:39][CH2:40]/[CH:41]=[CH:42]\[CH2:43][CH2:44][CH2:45][CH2:46][CH2:47][CH2:48][CH2:49][CH3:50]. The catalyst is C1COCC1. (2) The reactants are Br[C:2]1[CH:7]=[CH:6][C:5]([C:8]2[N:17]=[C:16]([NH:18][C:19]3[NH:20][N:21]=[C:22]([CH3:24])[CH:23]=3)[C:15]3[C:10](=[CH:11][CH:12]=[CH:13][CH:14]=3)[N:9]=2)=[CH:4][CH:3]=1.C[Si]([C:29]#[CH:30])(C)C.C(N(CC)CC)C.CCCC[N+](CCCC)(CCCC)CCCC.[F-]. The catalyst is CN(C=O)C.[Cu]I.Cl[Pd](Cl)([P](C1C=CC=CC=1)(C1C=CC=CC=1)C1C=CC=CC=1)[P](C1C=CC=CC=1)(C1C=CC=CC=1)C1C=CC=CC=1. The product is [C:29]([C:2]1[CH:7]=[CH:6][C:5]([C:8]2[N:17]=[C:16]([NH:18][C:19]3[NH:20][N:21]=[C:22]([CH3:24])[CH:23]=3)[C:15]3[C:10](=[CH:11][CH:12]=[CH:13][CH:14]=3)[N:9]=2)=[CH:4][CH:3]=1)#[CH:30]. The yield is 0.700. (3) The reactants are [Cl:1][C:2]1[CH:3]=[CH:4][C:5]([CH2:8][O:9][C:10]2[CH:15]=[CH:14][NH:13][C:12](=[O:16])[CH:11]=2)=[N:6][CH:7]=1.Br[C:18]1[CH:19]=[CH:20][C:21]([N:24]2[CH2:28][CH2:27][CH:26]([NH2:29])[CH2:25]2)=[N:22][CH:23]=1.[C@@H]1(N)CCCC[C@H]1N.C([O-])([O-])=O.[K+].[K+]. The catalyst is O1CCOCC1.[Cu]I. The product is [Cl:1][C:2]1[CH:3]=[CH:4][C:5]([CH2:8][O:9][C:10]2[CH:15]=[CH:14][N:13]([C:18]3[CH:23]=[N:22][C:21]([N:24]4[CH2:28][CH2:27][CH:26]([NH2:29])[CH2:25]4)=[CH:20][CH:19]=3)[C:12](=[O:16])[CH:11]=2)=[N:6][CH:7]=1. The yield is 0.100. (4) The reactants are [F:1][C:2]([F:9])([F:8])[C:3]([O:5]CC)=O.O1CCCC1.[CH:15]([NH:18][CH2:19][CH2:20][NH2:21])([CH3:17])[CH3:16].[C:22](O[C:22]([O:24][C:25]([CH3:28])([CH3:27])[CH3:26])=[O:23])([O:24][C:25]([CH3:28])([CH3:27])[CH3:26])=[O:23]. The catalyst is C(OCC)(=O)C. The product is [CH:15]([N:18]([CH2:19][CH2:20][NH:21][C:3](=[O:5])[C:2]([F:1])([F:8])[F:9])[C:22](=[O:23])[O:24][C:25]([CH3:28])([CH3:27])[CH3:26])([CH3:17])[CH3:16]. The yield is 0.990. (5) The yield is 0.992. The product is [Br:2][CH2:3][CH2:4][CH2:5][NH:6][C:12](=[O:13])[O:11][C:8]([CH3:10])([CH3:9])[CH3:7]. The reactants are Br.[Br:2][CH2:3][CH2:4][CH2:5][NH2:6].[CH3:7][C:8]([O:11][C:12](O[C:12]([O:11][C:8]([CH3:10])([CH3:9])[CH3:7])=[O:13])=[O:13])([CH3:10])[CH3:9].C(N(CC)CC)C. The catalyst is C(Cl)Cl.